Dataset: Forward reaction prediction with 1.9M reactions from USPTO patents (1976-2016). Task: Predict the product of the given reaction. (1) Given the reactants Cl.[CH3:2][O:3][C:4]1[CH:5]=[C:6]([C:12]2[C:13]([CH3:25])([CH3:24])[C:14](=[O:23])[N:15]([CH:17]3[CH2:22][CH2:21][NH:20][CH2:19][CH2:18]3)[N:16]=2)[CH:7]=[CH:8][C:9]=1[O:10][CH3:11].[CH3:26][C:27]1[CH:35]=[CH:34][C:33]([CH3:36])=[CH:32][C:28]=1[C:29](O)=[O:30], predict the reaction product. The product is: [CH3:2][O:3][C:4]1[CH:5]=[C:6]([C:12]2[C:13]([CH3:25])([CH3:24])[C:14](=[O:23])[N:15]([CH:17]3[CH2:22][CH2:21][N:20]([C:29]([C:28]4[CH:32]=[C:33]([CH3:36])[CH:34]=[CH:35][C:27]=4[CH3:26])=[O:30])[CH2:19][CH2:18]3)[N:16]=2)[CH:7]=[CH:8][C:9]=1[O:10][CH3:11]. (2) Given the reactants [C:1]12([C:11]3[CH:31]=[CH:30][C:14]([O:15]/[CH:16]=[CH:17]/[C:18]([NH:20][C:21]4[CH:22]=[C:23]([CH:27]=[CH:28][CH:29]=4)[C:24]([OH:26])=[O:25])=[O:19])=[CH:13][CH:12]=3)[CH2:10][CH:5]3[CH2:6][CH:7]([CH2:9][CH:3]([CH2:4]3)[CH2:2]1)[CH2:8]2.[CH3:32][N:33]([CH3:37])[CH2:34][CH2:35]Cl.Cl.C([O-])([O-])=O.[K+].[K+], predict the reaction product. The product is: [CH3:32][N:33]([CH3:37])[CH2:34][CH2:35][O:25][C:24](=[O:26])[C:23]1[CH:27]=[CH:28][CH:29]=[C:21]([NH:20][C:18](=[O:19])/[CH:17]=[CH:16]/[O:15][C:14]2[CH:30]=[CH:31][C:11]([C:1]34[CH2:2][CH:3]5[CH2:4][CH:5]([CH2:6][CH:7]([CH2:9]5)[CH2:8]3)[CH2:10]4)=[CH:12][CH:13]=2)[CH:22]=1. (3) Given the reactants CC(C)([O-])C.[K+].[Cl:7][C:8]1[CH:9]=[CH:10][C:11]([OH:18])=[C:12]([CH:17]=1)[C:13]([NH:15][CH3:16])=[O:14].Br[CH2:20][CH2:21][CH2:22][C:23]([O:25]CC)=[O:24].[OH-].[Na+].Cl, predict the reaction product. The product is: [Cl:7][C:8]1[CH:9]=[CH:10][C:11]([O:18][CH2:20][CH2:21][CH2:22][C:23]([OH:25])=[O:24])=[C:12]([C:13]([NH:15][CH3:16])=[O:14])[CH:17]=1. (4) Given the reactants [CH3:1][C:2]1[N:3]([C:8]2[CH:12]=[CH:11][N:10]([CH2:13][CH2:14][O:15][C:16]3[CH:21]=[CH:20][C:19]([N+:22]([O-])=O)=[CH:18][CH:17]=3)[N:9]=2)[C:4]([CH3:7])=[CH:5][CH:6]=1, predict the reaction product. The product is: [CH3:7][C:4]1[N:3]([C:8]2[CH:12]=[CH:11][N:10]([CH2:13][CH2:14][O:15][C:16]3[CH:17]=[CH:18][C:19]([NH2:22])=[CH:20][CH:21]=3)[N:9]=2)[C:2]([CH3:1])=[CH:6][CH:5]=1. (5) Given the reactants [OH:1][CH:2]1[CH2:7][CH2:6][NH:5][CH2:4][CH2:3]1.O=[C:9]1[CH2:14][CH2:13][N:12]([C:15]([O:17][C:18]([CH3:21])([CH3:20])[CH3:19])=[O:16])[CH2:11][CH2:10]1.[C-:22]#[N:23].C([Al+]CC)C.C1(C)C=CC=CC=1, predict the reaction product. The product is: [C:22]([C:9]1([N:5]2[CH2:6][CH2:7][CH:2]([OH:1])[CH2:3][CH2:4]2)[CH2:14][CH2:13][N:12]([C:15]([O:17][C:18]([CH3:21])([CH3:20])[CH3:19])=[O:16])[CH2:11][CH2:10]1)#[N:23]. (6) Given the reactants C1C=CC2N(O)N=NC=2C=1.CCN=C=NCCCN(C)C.CCN(C(C)C)C(C)C.[OH:31][NH:32][C:33]([N:35]1[CH2:40][CH2:39][CH:38]([C@H:41]([CH3:45])[CH2:42][CH2:43][OH:44])[CH2:37][CH2:36]1)=[NH:34].[C:46]([O:50][C:51]([N:53]1[CH2:57][CH2:56][CH2:55][CH:54]1[C:58](O)=O)=[O:52])([CH3:49])([CH3:48])[CH3:47], predict the reaction product. The product is: [C:46]([O:50][C:51]([N:53]1[CH2:57][CH2:56][CH2:55][CH:54]1[C:58]1[O:31][N:32]=[C:33]([N:35]2[CH2:40][CH2:39][CH:38]([C@H:41]([CH3:45])[CH2:42][CH2:43][OH:44])[CH2:37][CH2:36]2)[N:34]=1)=[O:52])([CH3:49])([CH3:47])[CH3:48]. (7) Given the reactants Br[C:2]1[CH:3]=[C:4]2[C:9](=[CH:10][C:11]=1[O:12][CH3:13])[N:8]=[CH:7][C:6]([C:14]([NH2:16])=[O:15])=[C:5]2[NH:17][C:18]1[CH:23]=[CH:22][C:21]([Cl:24])=[C:20]([Cl:25])[CH:19]=1.[CH:26]1(B(O)O)[CH2:28][CH2:27]1.P([O-])([O-])([O-])=O.[K+].[K+].[K+], predict the reaction product. The product is: [CH:26]1([C:2]2[CH:3]=[C:4]3[C:9](=[CH:10][C:11]=2[O:12][CH3:13])[N:8]=[CH:7][C:6]([C:14]([NH2:16])=[O:15])=[C:5]3[NH:17][C:18]2[CH:23]=[CH:22][C:21]([Cl:24])=[C:20]([Cl:25])[CH:19]=2)[CH2:28][CH2:27]1. (8) Given the reactants Cl[C:2]1[CH:7]=[C:6]([N:8]2[CH2:13][CH2:12][O:11][CH2:10][CH2:9]2)[N:5]=[C:4]([NH:14][C@H:15]([C:17]2[N:22]=[CH:21][C:20]([F:23])=[CH:19][N:18]=2)[CH3:16])[N:3]=1.[CH3:24][C:25]1[S:29][C:28]([NH2:30])=[N:27][CH:26]=1, predict the reaction product. The product is: [F:23][C:20]1[CH:19]=[N:18][C:17]([C@@H:15]([NH:14][C:4]2[N:3]=[C:2]([NH:30][C:28]3[S:29][C:25]([CH3:24])=[CH:26][N:27]=3)[CH:7]=[C:6]([N:8]3[CH2:13][CH2:12][O:11][CH2:10][CH2:9]3)[N:5]=2)[CH3:16])=[N:22][CH:21]=1. (9) Given the reactants [Cl:1][C:2]1[CH:3]=[CH:4][C:5]2[CH2:11][CH2:10][NH:9][C:8](=O)[CH2:7][C:6]=2[CH:13]=1.CSC.CCN(CC)CC.[CH3:24][C:25]([O:28][C:29](O[C:29]([O:28][C:25]([CH3:27])([CH3:26])[CH3:24])=[O:30])=[O:30])([CH3:27])[CH3:26], predict the reaction product. The product is: [C:25]([O:28][C:29]([N:9]1[CH2:8][CH2:7][C:6]2[CH:13]=[C:2]([Cl:1])[CH:3]=[CH:4][C:5]=2[CH2:11][CH2:10]1)=[O:30])([CH3:27])([CH3:26])[CH3:24]. (10) Given the reactants C(=O)([O-])[O-].[Cs+].[Cs+].[OH:7][C:8]1[CH:9]=[C:10]([CH:21]=[C:22]([O:24][CH:25]([CH3:27])[CH3:26])[CH:23]=1)[C:11]([NH:13][C:14]1[CH:19]=[N:18][C:17]([CH3:20])=[CH:16][N:15]=1)=[O:12].[N:28]1([C:32]([C:34]2[CH:35]=[C:36]([Cl:41])[C:37](Cl)=[N:38][CH:39]=2)=[O:33])[CH2:31][CH2:30][CH2:29]1, predict the reaction product. The product is: [N:28]1([C:32]([C:34]2[CH:35]=[C:36]([Cl:41])[C:37]([O:7][C:8]3[CH:9]=[C:10]([CH:21]=[C:22]([O:24][CH:25]([CH3:27])[CH3:26])[CH:23]=3)[C:11]([NH:13][C:14]3[CH:19]=[N:18][C:17]([CH3:20])=[CH:16][N:15]=3)=[O:12])=[N:38][CH:39]=2)=[O:33])[CH2:31][CH2:30][CH2:29]1.